This data is from Reaction yield outcomes from USPTO patents with 853,638 reactions. The task is: Predict the reaction yield, written as a fraction of the theoretical maximum amount of product (1.0 means a 100% yield; for example, 0.34 means a 34% yield). (1) The reactants are [CH3:1][O:2][C:3](=[O:16])[C:4]1[CH:9]=[C:8]([O:10][CH3:11])[C:7]([OH:12])=[C:6]([CH2:13][CH:14]=[CH2:15])[CH:5]=1.[CH3:17]I. No catalyst specified. The product is [CH3:1][O:2][C:3](=[O:16])[C:4]1[CH:9]=[C:8]([O:10][CH3:11])[C:7]([O:12][CH3:17])=[C:6]([CH2:13][CH:14]=[CH2:15])[CH:5]=1. The yield is 0.960. (2) The yield is 0.221. The reactants are Cl[C:2]1[C:3]([OH:31])=[C:4]2[C:9](=[CH:10][CH:11]=1)[CH:8]([NH:12][C:13]1[CH:22]=[CH:21][CH:20]=[C:19]3[C:14]=1[CH:15]=[CH:16][NH:17][C:18]3=[O:23])[C:7]([OH:28])([C:24]([F:27])([F:26])[F:25])[CH2:6][C:5]2([CH3:30])[CH3:29].[C-:32]#[N:33].[Na+]. The catalyst is CN1CCCC1=O.[Ni](Br)Br. The product is [OH:31][C:3]1[C:4]2[C:5]([CH3:30])([CH3:29])[CH2:6][C:7]([OH:28])([C:24]([F:25])([F:27])[F:26])[CH:8]([NH:12][C:13]3[CH:22]=[CH:21][CH:20]=[C:19]4[C:14]=3[CH:15]=[CH:16][NH:17][C:18]4=[O:23])[C:9]=2[CH:10]=[CH:11][C:2]=1[C:32]#[N:33].